From a dataset of hERG Central: cardiac toxicity at 1µM, 10µM, and general inhibition. Predict hERG channel inhibition at various concentrations. (1) The molecule is N#Cc1nc(-c2ccco2)oc1N1CCN(c2ccccc2)CC1. Results: hERG_inhib (hERG inhibition (general)): blocker. (2) The drug is O=C1c2ccc(Oc3ccc([N+](=O)[O-])cc3)cc2C(=O)N1CCO. Results: hERG_inhib (hERG inhibition (general)): blocker. (3) The molecule is COc1cc(-c2nc(C(=O)NC3CCN(Cc4ccccc4)CC3)cc3c2[nH]c2ccccc23)cc(OC)c1OC. Results: hERG_inhib (hERG inhibition (general)): blocker. (4) The drug is O=C(NCC1(N2CCCCC2)CCCCC1)c1ccc(OC(F)F)cc1. Results: hERG_inhib (hERG inhibition (general)): blocker. (5) The molecule is CC(C)N(CCc1ccncc1)C(=S)Nc1cccc(Cl)c1. Results: hERG_inhib (hERG inhibition (general)): blocker. (6) The compound is O=C(COc1ccc2ccc(=O)oc2c1)NC1CCN(Cc2ccccc2)CC1. Results: hERG_inhib (hERG inhibition (general)): blocker. (7) The compound is CCN1CCc2c(sc3c2c(NCc2ccco2)nc2nnnn23)C1. Results: hERG_inhib (hERG inhibition (general)): blocker.